This data is from Forward reaction prediction with 1.9M reactions from USPTO patents (1976-2016). The task is: Predict the product of the given reaction. (1) The product is: [Cl:1][C:2]1[CH:3]=[C:4]([C:27]([C:29]2[CH:34]=[C:33]([Cl:35])[C:32]([OH:36])=[CH:31][C:30]=2[OH:37])=[O:28])[N:5]([C:8]2[C:12]([Cl:13])=[C:11]([Cl:14])[NH:10][C:9]=2[C:15]([C:17]2[CH:22]=[C:21]([Cl:23])[C:20]([OH:24])=[CH:19][C:18]=2[OH:25])=[O:16])[C:6]=1[Cl:7]. Given the reactants [Cl:1][C:2]1[CH:3]=[C:4]([C:27]([C:29]2[CH:34]=[C:33]([Cl:35])[C:32]([OH:36])=[CH:31][C:30]=2[O:37]C)=[O:28])[N:5]([C:8]2[C:12]([Cl:13])=[C:11]([Cl:14])[NH:10][C:9]=2[C:15]([C:17]2[CH:22]=[C:21]([Cl:23])[C:20]([OH:24])=[CH:19][C:18]=2[O:25]C)=[O:16])[C:6]=1[Cl:7].B(Br)(Br)Br, predict the reaction product. (2) Given the reactants [C:1]([O-:4])(=[O:3])[CH3:2].[Na+].Cl[CH2:7][Si:8]([O:11][CH3:12])([CH3:10])[CH3:9], predict the reaction product. The product is: [C:1]([O:4][CH2:7][Si:8]([O:11][CH3:12])([CH3:10])[CH3:9])(=[O:3])[CH3:2]. (3) Given the reactants CN(C)C=O.C(=O)([O-])[O-].[K+].[K+].[NH2:12][C:13]1[CH:32]=[CH:31][C:16]([O:17][C:18]2[C:27]3[C:22](=[CH:23][C:24]([OH:30])=[C:25]([C:28]#[N:29])[CH:26]=3)[N:21]=[CH:20][CH:19]=2)=[CH:15][C:14]=1[F:33].O.[C:35]([O:38][CH2:39][CH3:40])(=O)C, predict the reaction product. The product is: [NH2:12][C:13]1[CH:32]=[CH:31][C:16]([O:17][C:18]2[C:27]3[C:22](=[CH:23][C:24]([O:30][CH2:40][C@H:39]4[CH2:35][O:38]4)=[C:25]([C:28]#[N:29])[CH:26]=3)[N:21]=[CH:20][CH:19]=2)=[CH:15][C:14]=1[F:33]. (4) The product is: [CH:16]1([C:19]([CH:21]2[CH2:23][CH2:22]2)([C:2]2[CH:7]=[CH:6][CH:5]=[C:4]([SH:8])[CH:3]=2)[OH:20])[CH2:18][CH2:17]1. Given the reactants Br[C:2]1[CH:3]=[C:4]([SH:8])[CH:5]=[CH:6][CH:7]=1.[H-].[Na+].C([Li])CCC.[CH:16]1([C:19]([CH:21]2[CH2:23][CH2:22]2)=[O:20])[CH2:18][CH2:17]1.Cl, predict the reaction product. (5) Given the reactants [C:1]([O:5][C:6]([N:8]([C:16]1[CH:21]=[C:20]([N+:22]([O-])=O)[CH:19]=[CH:18][C:17]=1[F:25])[C:9]([O:11][C:12]([CH3:15])([CH3:14])[CH3:13])=[O:10])=[O:7])([CH3:4])([CH3:3])[CH3:2], predict the reaction product. The product is: [C:1]([O:5][C:6]([N:8]([C:16]1[CH:21]=[C:20]([NH2:22])[CH:19]=[CH:18][C:17]=1[F:25])[C:9]([O:11][C:12]([CH3:15])([CH3:14])[CH3:13])=[O:10])=[O:7])([CH3:2])([CH3:3])[CH3:4]. (6) The product is: [I:13][C:10]1[C:3]2[C:4](=[N:5][CH:6]=[CH:7][C:2]=2[CH3:1])[NH:8][N:9]=1. Given the reactants [CH3:1][C:2]1[CH:7]=[CH:6][N:5]=[C:4]2[NH:8][N:9]=[CH:10][C:3]=12.[OH-].[K+].[I:13]I, predict the reaction product. (7) Given the reactants [O:1]1[C:5]2([CH2:10][CH2:9][CH:8]([CH:11]3[CH2:16][CH2:15][C:14](=[O:17])[CH2:13][CH2:12]3)[CH2:7][CH2:6]2)[O:4][CH2:3][CH2:2]1.Br[CH2:19][CH2:20][CH2:21][C:22]1[CH:27]=[CH:26][CH:25]=[CH:24][CH:23]=1.[Mg].[Cl-].[NH4+].Cl, predict the reaction product. The product is: [O:1]1[C:5]2([CH2:6][CH2:7][CH:8]([CH:11]3[CH2:16][CH2:15][C:14]([C:25]4[CH:26]=[CH:27][C:22]([CH2:21][CH2:20][CH3:19])=[CH:23][CH:24]=4)([OH:17])[CH2:13][CH2:12]3)[CH2:9][CH2:10]2)[O:4][CH2:3][CH2:2]1. (8) Given the reactants [Cl:1][C:2]1[CH:3]=[CH:4][C:5]2[N:6]([C:8]([CH2:11][C:12]3[CH:23]=[CH:22][C:15]4[N:16]=[C:17](S(C)=O)[S:18][C:14]=4[CH:13]=3)=[CH:9][N:10]=2)[N:7]=1.[NH2:24][C@@H:25]1[CH2:30][CH2:29][CH2:28][CH2:27][C@H:26]1[OH:31].CCN(C(C)C)C(C)C.O, predict the reaction product. The product is: [Cl:1][C:2]1[CH:3]=[CH:4][C:5]2[N:6]([C:8]([CH2:11][C:12]3[CH:23]=[CH:22][C:15]4[N:16]=[C:17]([NH:24][C@@H:25]5[CH2:30][CH2:29][CH2:28][CH2:27][C@H:26]5[OH:31])[S:18][C:14]=4[CH:13]=3)=[CH:9][N:10]=2)[N:7]=1. (9) Given the reactants [CH:1]([C:4]1[CH:5]=[C:6]([C:16]#[C:17][Si](C)(C)C)[CH:7]=[CH:8][C:9]=1[CH2:10][O:11][C:12]1([CH3:15])[CH2:14][CH2:13]1)([CH3:3])[CH3:2].C(=O)([O-])[O-].[K+].[K+], predict the reaction product. The product is: [C:16]([C:6]1[CH:7]=[CH:8][C:9]([CH2:10][O:11][C:12]2([CH3:15])[CH2:13][CH2:14]2)=[C:4]([CH:1]([CH3:3])[CH3:2])[CH:5]=1)#[CH:17]. (10) Given the reactants C([O:4][C@H:5]1[CH2:22][CH2:21][C@@:20]2([CH3:23])[C@@H:7]([CH2:8][CH2:9][C@:10]3([CH3:44])[C@@H:19]2[CH2:18][CH2:17][C@H:16]2[C@@:11]3([CH3:43])[CH2:12][CH2:13][C@@:14]3([C:30]([N:32]4[CH2:37][CH2:36][C:35]([CH2:41][CH3:42])([C:38]([OH:40])=[O:39])[CH2:34][CH2:33]4)=[O:31])[CH2:26][CH2:25][C@@H:24]([C:27]([CH3:29])=[CH2:28])[C@@H:15]32)[C:6]1([CH3:46])[CH3:45])(=O)C.C1COCC1.[OH-].[Na+], predict the reaction product. The product is: [CH2:41]([C:35]1([C:38]([OH:40])=[O:39])[CH2:34][CH2:33][N:32]([C:30]([C@:14]23[CH2:26][CH2:25][C@@H:24]([C:27]([CH3:29])=[CH2:28])[C@@H:15]2[C@@H:16]2[C@@:11]([CH3:43])([CH2:12][CH2:13]3)[C@@:10]3([CH3:44])[C@@H:19]([C@:20]4([CH3:23])[C@@H:7]([CH2:8][CH2:9]3)[C:6]([CH3:46])([CH3:45])[C@@H:5]([OH:4])[CH2:22][CH2:21]4)[CH2:18][CH2:17]2)=[O:31])[CH2:37][CH2:36]1)[CH3:42].